This data is from Forward reaction prediction with 1.9M reactions from USPTO patents (1976-2016). The task is: Predict the product of the given reaction. (1) Given the reactants FC(F)(F)C(O)=O.[Cl:8][C:9]1[CH:14]=[CH:13][C:12]([C:15]2[C:16]([C@@H:21]([NH2:31])[CH2:22][C:23]3[CH:28]=[C:27]([F:29])[CH:26]=[C:25]([F:30])[CH:24]=3)=[N:17][CH:18]=[CH:19][CH:20]=2)=[CH:11][CH:10]=1.[CH3:32][C:33]1[CH:41]=[CH:40][CH:39]=[C:38]2[C:34]=1[C:35]([CH2:42][C:43](O)=[O:44])=[CH:36][NH:37]2, predict the reaction product. The product is: [Cl:8][C:9]1[CH:14]=[CH:13][C:12]([C:15]2[C:16]([C@@H:21]([NH:31][C:43](=[O:44])[CH2:42][C:35]3[C:34]4[C:38](=[CH:39][CH:40]=[CH:41][C:33]=4[CH3:32])[NH:37][CH:36]=3)[CH2:22][C:23]3[CH:28]=[C:27]([F:29])[CH:26]=[C:25]([F:30])[CH:24]=3)=[N:17][CH:18]=[CH:19][CH:20]=2)=[CH:11][CH:10]=1. (2) Given the reactants C(N(CC)CC)C.[NH2:8][C:9]1[CH:10]=[C:11]2[C:16](=[CH:17][CH:18]=1)[CH2:15][N:14]([C:19]([O:21][C:22]([CH3:25])([CH3:24])[CH3:23])=[O:20])[CH2:13][CH2:12]2.[OH:26][C:27]([CH3:34])([CH2:32][CH3:33])[CH2:28][C:29](O)=[O:30].O=C1N([ClH]P([ClH]N2CCOC2=O)=O)CCO1, predict the reaction product. The product is: [OH:26][C:27]([CH3:34])([CH2:32][CH3:33])[CH2:28][C:29]([NH:8][C:9]1[CH:10]=[C:11]2[C:16](=[CH:17][CH:18]=1)[CH2:15][N:14]([C:19]([O:21][C:22]([CH3:25])([CH3:24])[CH3:23])=[O:20])[CH2:13][CH2:12]2)=[O:30]. (3) Given the reactants Br[C:2]1[CH:7]=[CH:6][N:5]=[C:4]2[N:8]([S:20]([C:23]3[CH:28]=[CH:27][CH:26]=[CH:25][CH:24]=3)(=[O:22])=[O:21])[C:9]([C:11]3[CH:12]=[C:13]([N:17]([CH3:19])[CH3:18])[CH:14]=[CH:15][CH:16]=3)=[CH:10][C:3]=12.Br[C:30]1[C:31]([C:37]2[CH:42]=[CH:41][C:40]([NH:43][C:44](=[O:48])[N:45]([CH3:47])[CH3:46])=[CH:39][CH:38]=2)=[N:32][N:33]([CH2:35][CH3:36])[CH:34]=1, predict the reaction product. The product is: [CH3:18][N:17]([CH3:19])[C:13]1[CH:12]=[C:11]([C:9]2[N:8]([S:20]([C:23]3[CH:24]=[CH:25][CH:26]=[CH:27][CH:28]=3)(=[O:21])=[O:22])[C:4]3=[N:5][CH:6]=[CH:7][C:2]([C:30]4[C:31]([C:37]5[CH:42]=[CH:41][C:40]([NH:43][C:44](=[O:48])[N:45]([CH3:47])[CH3:46])=[CH:39][CH:38]=5)=[N:32][N:33]([CH2:35][CH3:36])[CH:34]=4)=[C:3]3[CH:10]=2)[CH:16]=[CH:15][CH:14]=1. (4) Given the reactants [NH2:1][CH2:2][C@@H:3]([NH:12][C:13]1[CH:18]=[CH:17][C:16]([C:19]#[N:20])=[C:15]([Cl:21])[CH:14]=1)[CH2:4][C:5]([O:7][C:8]([CH3:11])([CH3:10])[CH3:9])=[O:6].[CH:22](=O)[C:23]1[CH:28]=[CH:27][CH:26]=[CH:25][CH:24]=1.[BH4-].[Na+], predict the reaction product. The product is: [Cl:21][C:15]1[CH:14]=[C:13]([NH:12][C@H:3]([CH2:2][NH:1][CH2:22][C:23]2[CH:28]=[CH:27][CH:26]=[CH:25][CH:24]=2)[CH2:4][C:5]([O:7][C:8]([CH3:10])([CH3:9])[CH3:11])=[O:6])[CH:18]=[CH:17][C:16]=1[C:19]#[N:20].